Dataset: Catalyst prediction with 721,799 reactions and 888 catalyst types from USPTO. Task: Predict which catalyst facilitates the given reaction. (1) Reactant: [C:1]1(=[O:11])[O:6][C:4](=O)[C:3]2=[CH:7][CH:8]=[CH:9][CH:10]=[C:2]12.[NH2:12][CH2:13][CH2:14][CH2:15][CH2:16][CH2:17][OH:18]. Product: [OH:18][CH2:17][CH2:16][CH2:15][CH2:14][CH2:13][N:12]1[C:1](=[O:11])[C:2]2=[CH:10][CH:9]=[CH:8][CH:7]=[C:3]2[C:4]1=[O:6]. The catalyst class is: 11. (2) The catalyst class is: 6. Reactant: [CH:1]([C:3]1[CH:4]=[C:5]([CH:8]=[C:9]([F:11])[CH:10]=1)[C:6]#[N:7])=[CH2:2].CC[C@H]1[C@H]2C[C@H]([C@H](OC3C4C(=CC=CC=4)C(O[C@H](C4C=CN=C5C=4C=C(OC)C=C5)[C@@H]4N5C[C@H](CC)[C@@H](CC5)C4)=NN=3)C3C=CN=C4C=3C=C([O:33]C)C=C4)N(CC2)C1.[OH2:70].CC(O)(C)C. Product: [OH:70][C@@H:1]([C:3]1[CH:4]=[C:5]([CH:8]=[C:9]([F:11])[CH:10]=1)[C:6]#[N:7])[CH2:2][OH:33]. (3) Reactant: [C:1]([O:5][C:6](=[O:20])[NH:7][CH2:8][CH2:9][N:10]1[C:18]2[C:17](Cl)=[N:16][CH:15]=[N:14][C:13]=2[CH:12]=[CH:11]1)([CH3:4])([CH3:3])[CH3:2].[F:21][C:22]1[CH:23]=[C:24]([CH:36]=[CH:37][CH:38]=1)[CH2:25][N:26]1[C:34]2[C:29](=[CH:30][C:31]([NH2:35])=[CH:32][CH:33]=2)[CH:28]=[CH:27]1.C(=O)(O)[O-].[Na+]. Product: [C:1]([O:5][C:6](=[O:20])[NH:7][CH2:8][CH2:9][N:10]1[C:18]2[C:17]([NH:35][C:31]3[CH:30]=[C:29]4[C:34](=[CH:33][CH:32]=3)[N:26]([CH2:25][C:24]3[CH:36]=[CH:37][CH:38]=[C:22]([F:21])[CH:23]=3)[CH:27]=[CH:28]4)=[N:16][CH:15]=[N:14][C:13]=2[CH:12]=[CH:11]1)([CH3:4])([CH3:3])[CH3:2]. The catalyst class is: 32.